This data is from Full USPTO retrosynthesis dataset with 1.9M reactions from patents (1976-2016). The task is: Predict the reactants needed to synthesize the given product. (1) Given the product [C:4]([O:3][C:1]([NH:8][C@@H:9]([CH2:10][C@H:11]([CH2:34][CH2:33][CH2:32][CH2:31][I:30])[C:12]([O:14][CH3:15])=[O:13])[C:16]([O:18][CH3:19])=[O:17])=[O:2])([CH3:7])([CH3:6])[CH3:5], predict the reactants needed to synthesize it. The reactants are: [C:1]([NH:8][C@H:9]([C:16]([O:18][CH3:19])=[O:17])[CH2:10][CH2:11][C:12]([O:14][CH3:15])=[O:13])([O:3][C:4]([CH3:7])([CH3:6])[CH3:5])=[O:2].C[Si]([N-][Si](C)(C)C)(C)C.[Li+].[I:30][CH2:31][CH2:32][CH2:33][CH2:34]I. (2) Given the product [CH2:1]([O:8][C:9]1[CH:24]=[CH:23][CH:22]=[CH:21][C:10]=1[O:11][C:12]1[CH:13]=[CH:14][C:15]([NH2:18])=[CH:16][CH:17]=1)[C:2]1[CH:3]=[CH:4][CH:5]=[CH:6][CH:7]=1, predict the reactants needed to synthesize it. The reactants are: [CH2:1]([O:8][C:9]1[CH:24]=[CH:23][CH:22]=[CH:21][C:10]=1[O:11][C:12]1[CH:17]=[CH:16][C:15]([N+:18]([O-])=O)=[CH:14][CH:13]=1)[C:2]1[CH:7]=[CH:6][CH:5]=[CH:4][CH:3]=1.Cl. (3) Given the product [CH3:27][O:26][C:24]([CH:23]1[C:22](=[O:29])[NH:21][C:18]2([CH2:19][CH2:20]2)[C:7]2([CH2:8][N:9]([C:11]([O:13][C:14]([CH3:16])([CH3:17])[CH3:15])=[O:12])[CH2:10]2)[C:5]1=[O:4])=[O:25], predict the reactants needed to synthesize it. The reactants are: C([O:4][C:5]([C:7]1([C:18]2([NH:21][C:22](=[O:29])[CH2:23][C:24]([O:26][CH2:27]C)=[O:25])[CH2:20][CH2:19]2)[CH2:10][N:9]([C:11]([O:13][C:14]([CH3:17])([CH3:16])[CH3:15])=[O:12])[CH2:8]1)=O)(C)C.[Na]. (4) Given the product [CH3:1][O:2][C:3]1[CH:4]=[C:5]([N:12]2[CH2:17][CH2:16][CH:15]([N:23]3[CH2:24][CH2:25][N:20]([CH3:19])[CH2:21][CH2:22]3)[CH2:14][CH2:13]2)[CH:6]=[CH:7][C:8]=1[N+:9]([O-:11])=[O:10], predict the reactants needed to synthesize it. The reactants are: [CH3:1][O:2][C:3]1[CH:4]=[C:5]([N:12]2[CH2:17][CH2:16][C:15](=O)[CH2:14][CH2:13]2)[CH:6]=[CH:7][C:8]=1[N+:9]([O-:11])=[O:10].[CH3:19][N:20]1[CH2:25][CH2:24][NH:23][CH2:22][CH2:21]1.C(O[BH-](OC(=O)C)OC(=O)C)(=O)C.[Na+].[OH-].[Na+]. (5) Given the product [CH3:24][O:23][C:20]([C:15]1[C:14]([O:13][C:8]2[C:9]([CH3:12])=[N:10][C:11]3[C:6]([CH:7]=2)=[CH:5][CH:4]=[CH:3][C:2]=3[F:1])=[CH:19][CH:18]=[CH:17][N:16]=1)([CH3:21])[CH3:22], predict the reactants needed to synthesize it. The reactants are: [F:1][C:2]1[CH:3]=[CH:4][CH:5]=[C:6]2[C:11]=1[N:10]=[C:9]([CH3:12])[C:8]([O:13][C:14]1[C:15]([C:20]([OH:23])([CH3:22])[CH3:21])=[N:16][CH:17]=[CH:18][CH:19]=1)=[CH:7]2.[CH3:24]I.[H-].[Na+].